From a dataset of Full USPTO retrosynthesis dataset with 1.9M reactions from patents (1976-2016). Predict the reactants needed to synthesize the given product. (1) Given the product [Cl:14][C:8]1[N:4]([CH:1]([CH3:3])[CH3:2])[N:5]=[CH:6][N:7]=1, predict the reactants needed to synthesize it. The reactants are: [CH:1]([N:4]1[CH:8]=[N:7][CH:6]=[N:5]1)([CH3:3])[CH3:2].C([Li])CCC.[Cl:14]C(F)(Cl)C(F)(F)Cl. (2) Given the product [CH2:26]([O:33][C:34]1[C:35]([Cl:44])=[CH:36][C:37]([C:38]([N:15]2[C:14]3[C:9]([O:8][CH2:1][C:2]4[CH:3]=[CH:4][CH:5]=[CH:6][CH:7]=4)=[CH:10][CH:11]=[CH:12][C:13]=3[O:18][CH2:17][CH2:16]2)=[O:39])=[CH:41][C:42]=1[Cl:43])[C:27]1[CH:28]=[CH:29][CH:30]=[CH:31][CH:32]=1, predict the reactants needed to synthesize it. The reactants are: [CH2:1]([O:8][C:9]1[C:14]2[NH:15][CH2:16][CH2:17][O:18][C:13]=2[CH:12]=[CH:11][CH:10]=1)[C:2]1[CH:7]=[CH:6][CH:5]=[CH:4][CH:3]=1.C(N(CC)CC)C.[CH2:26]([O:33][C:34]1[C:42]([Cl:43])=[CH:41][C:37]([C:38](Cl)=[O:39])=[CH:36][C:35]=1[Cl:44])[C:27]1[CH:32]=[CH:31][CH:30]=[CH:29][CH:28]=1.O. (3) Given the product [OH:8][C:9]1[CH:36]=[CH:35][C:34]([N:37]([CH3:45])[CH2:38][CH2:39][N:40]2[CH2:41][CH2:42][CH2:43][CH2:44]2)=[CH:33][C:10]=1[C:11]([NH:13][C:14]1[CH:26]=[C:25]([C:27]2[CH:32]=[CH:31][CH:30]=[CH:29][CH:28]=2)[CH:24]=[CH:23][C:15]=1[C:16]([O:18][C:19]([CH3:22])([CH3:21])[CH3:20])=[O:17])=[O:12], predict the reactants needed to synthesize it. The reactants are: C([O:8][C:9]1[CH:36]=[CH:35][C:34]([N:37]([CH3:45])[CH2:38][CH2:39][N:40]2[CH2:44][CH2:43][CH2:42][CH2:41]2)=[CH:33][C:10]=1[C:11]([NH:13][C:14]1[CH:26]=[C:25]([C:27]2[CH:32]=[CH:31][CH:30]=[CH:29][CH:28]=2)[CH:24]=[CH:23][C:15]=1[C:16]([O:18][C:19]([CH3:22])([CH3:21])[CH3:20])=[O:17])=[O:12])C1C=CC=CC=1.C(Cl)(Cl)Cl. (4) Given the product [CH3:13][C:7]1[C:8]2[C:9](=[O:11])[N:24]([CH2:23][CH2:22][CH2:21][N:20]3[C:16]([CH3:15])=[CH:17][N:18]=[CH:19]3)[C:2](=[S:3])[NH:1][C:4]=2[S:5][C:6]=1[CH3:14], predict the reactants needed to synthesize it. The reactants are: [N:1]([C:4]1[S:5][C:6]([CH3:14])=[C:7]([CH3:13])[C:8]=1[C:9]([O:11]C)=O)=[C:2]=[S:3].[CH3:15][C:16]1[N:20]([CH2:21][CH2:22][CH2:23][NH2:24])[CH:19]=[N:18][CH:17]=1. (5) Given the product [CH2:8]([N:7]([C@H:15]1[CH2:20][CH2:19][C@@H:18]([C:21](=[O:22])[NH2:26])[CH2:17][CH2:16]1)[C:6](=[O:25])[O:5][C:1]([CH3:4])([CH3:3])[CH3:2])[C:9]1[CH:14]=[CH:13][CH:12]=[CH:11][CH:10]=1, predict the reactants needed to synthesize it. The reactants are: [C:1]([O:5][C:6](=[O:25])[N:7]([C@H:15]1[CH2:20][CH2:19][C@@H:18]([C:21](OC)=[O:22])[CH2:17][CH2:16]1)[CH2:8][C:9]1[CH:14]=[CH:13][CH:12]=[CH:11][CH:10]=1)([CH3:4])([CH3:3])[CH3:2].[NH3:26]. (6) Given the product [F:22][C:19]([F:21])([F:20])[C@@H:16]1[CH2:15][CH2:14][C@H:13]([O:12][C:6]2[CH:5]=[C:4]3[C:9]([CH:10]=[CH:11][C:2]([CH:31]=[O:32])=[CH:3]3)=[CH:8][CH:7]=2)[CH2:18][CH2:17]1, predict the reactants needed to synthesize it. The reactants are: Br[C:2]1[CH:11]=[CH:10][C:9]2[C:4](=[CH:5][C:6]([O:12][C@H:13]3[CH2:18][CH2:17][C@@H:16]([C:19]([F:22])([F:21])[F:20])[CH2:15][CH2:14]3)=[CH:7][CH:8]=2)[CH:3]=1.[Li]CCCC.CN([CH:31]=[O:32])C. (7) Given the product [Cl:26][CH2:27][C:28]([NH:1][C:2]1[CH:7]=[N:6][C:5]([C:8]2[N:13]=[C:12]([OH:14])[CH:11]=[C:10]([C:15]([F:18])([F:17])[F:16])[N:9]=2)=[CH:4][CH:3]=1)=[O:29], predict the reactants needed to synthesize it. The reactants are: [NH2:1][C:2]1[CH:3]=[CH:4][C:5]([C:8]2[N:13]=[C:12]([OH:14])[CH:11]=[C:10]([C:15]([F:18])([F:17])[F:16])[N:9]=2)=[N:6][CH:7]=1.C(N(CC)CC)C.[Cl:26][CH2:27][C:28](Cl)=[O:29]. (8) Given the product [O:25]1[CH:26]=[CH:27][C:23]([C:29]2[C:30]([O:51][CH3:52])=[C:31]([C:36]([CH2:39][S:40]([C:43]3[CH:48]=[CH:47][CH:46]=[C:45]([O:49][CH3:50])[CH:44]=3)(=[O:41])=[O:42])=[CH:37][CH:38]=2)[C:32]([O:34][CH3:35])=[O:33])=[CH:24]1, predict the reactants needed to synthesize it. The reactants are: C1(S(CC2C(C(OCC)=O)=C(O)C([C:23]3[CH:27]=[CH:26][O:25][CH:24]=3)=CC=2)(=O)=O)C=CC=CC=1.Br[C:29]1[C:30]([O:51][CH3:52])=[C:31]([C:36]([CH2:39][S:40]([C:43]2[CH:48]=[CH:47][CH:46]=[C:45]([O:49][CH3:50])[CH:44]=2)(=[O:42])=[O:41])=[CH:37][CH:38]=1)[C:32]([O:34][CH3:35])=[O:33].O1C=CC(B(O)O)=C1.